This data is from Reaction yield outcomes from USPTO patents with 853,638 reactions. The task is: Predict the reaction yield, written as a fraction of the theoretical maximum amount of product (1.0 means a 100% yield; for example, 0.34 means a 34% yield). (1) The catalyst is O1CCCC1.[Cl-].[Na+].O.CCCCCC. The yield is 0.590. The reactants are [H-].[Na+].[Br:3][C:4]1[CH:9]=[CH:8][C:7]([OH:10])=[CH:6][CH:5]=1.[CH3:11][C:12]([CH3:17])=[CH:13][C:14](Cl)=[O:15].C(OCC)(=O)C. The product is [Br:3][C:4]1[CH:9]=[CH:8][C:7]([O:10][C:14](=[O:15])[CH:13]=[C:12]([CH3:17])[CH3:11])=[CH:6][CH:5]=1. (2) The reactants are [CH3:1][O:2][C:3]1[CH:4]=[C:5]([NH:13][C:14]2[CH:19]=[N:18][CH:17]=[C:16](OC3C=CC(N)=CC=3)[N:15]=2)[CH:6]=[C:7]([O:11][CH3:12])[C:8]=1[O:9][CH3:10].[F:28][C:29]([F:40])([F:39])[C:30]1[CH:35]=[CH:34][C:33]([C:36](Cl)=[O:37])=[CH:32][CH:31]=1. The catalyst is CCOC(C)=O. The product is [CH3:12][O:11][C:7]1[CH:6]=[C:5]([NH:13][C:14]2[CH:19]=[N:18][CH:17]=[C:16]([C:4]3[CH:3]=[CH:8][C:7]([C:36]([C:33]4[CH:34]=[CH:35][C:30]([C:29]([F:40])([F:39])[F:28])=[CH:31][CH:32]=4)=[O:37])=[CH:6][C:5]=3[NH2:13])[N:15]=2)[CH:4]=[C:3]([O:2][CH3:1])[C:8]=1[O:9][CH3:10]. The yield is 0.460. (3) The reactants are [N:1]1[C:10]2[C:5](=[CH:6][C:7]([CH2:11][N:12]3[C:16]4=[N:17][C:18]([C:21]5[CH:22]=[C:23]([CH:28]=[CH:29][CH:30]=5)[C:24]([O:26]C)=[O:25])=[CH:19][CH:20]=[C:15]4[N:14]=[N:13]3)=[CH:8][CH:9]=2)[CH:4]=[CH:3][CH:2]=1.[OH-].[Li+].Cl. The catalyst is CO.O. The product is [N:1]1[C:10]2[C:5](=[CH:6][C:7]([CH2:11][N:12]3[C:16]4=[N:17][C:18]([C:21]5[CH:22]=[C:23]([CH:28]=[CH:29][CH:30]=5)[C:24]([OH:26])=[O:25])=[CH:19][CH:20]=[C:15]4[N:14]=[N:13]3)=[CH:8][CH:9]=2)[CH:4]=[CH:3][CH:2]=1. The yield is 0.380. (4) The reactants are [CH2:1]([C:13]1[CH:14]=[C:15]([C:18]([NH2:20])=O)[S:16][CH:17]=1)[CH2:2][CH2:3][CH2:4][CH2:5][CH2:6][CH2:7][CH2:8][CH2:9][CH2:10][CH2:11][CH3:12]. The catalyst is O=P(Cl)(Cl)Cl. The product is [CH2:1]([C:13]1[CH:14]=[C:15]([C:18]#[N:20])[S:16][CH:17]=1)[CH2:2][CH2:3][CH2:4][CH2:5][CH2:6][CH2:7][CH2:8][CH2:9][CH2:10][CH2:11][CH3:12]. The yield is 0.530. (5) The reactants are [N:1]([C:8]([O:10][C:11]([CH3:14])([CH3:13])[CH3:12])=[O:9])([CH3:7])[C@H:2]([C:4]([OH:6])=O)[CH3:3].CCN(C(C)C)C(C)C.CN(C(ON1N=NC2C=CC=NC1=2)=[N+](C)C)C.F[P-](F)(F)(F)(F)F.FC(F)(F)C(O)=O.[NH2:55][C@@H:56]1[C:62](=[O:63])[N:61]([CH2:64][C:65]2[C:74]3[C:69](=[C:70]([Br:75])[CH:71]=[CH:72][CH:73]=3)[CH:68]=[CH:67][C:66]=2[O:76][CH3:77])[C:60]2[CH:78]=[CH:79][CH:80]=[CH:81][C:59]=2[NH:58][CH2:57]1. The catalyst is CN(C=O)C.O. The product is [C:11]([O:10][C:8](=[O:9])[N:1]([C@H:2]([C:4](=[O:6])[NH:55][C@@H:56]1[C:62](=[O:63])[N:61]([CH2:64][C:65]2[C:74]3[C:69](=[C:70]([Br:75])[CH:71]=[CH:72][CH:73]=3)[CH:68]=[CH:67][C:66]=2[O:76][CH3:77])[C:60]2[CH:78]=[CH:79][CH:80]=[CH:81][C:59]=2[NH:58][CH2:57]1)[CH3:3])[CH3:7])([CH3:14])([CH3:13])[CH3:12]. The yield is 0.510.